From a dataset of Full USPTO retrosynthesis dataset with 1.9M reactions from patents (1976-2016). Predict the reactants needed to synthesize the given product. (1) The reactants are: Br[C:2]1[CH:19]=[C:18]2[C:5]([CH2:6][C:7]3([C:17]2=[O:20])[CH2:16][CH2:15][C:14]2[C:9](=[CH:10][CH:11]=[CH:12][CH:13]=2)[CH2:8]3)=[CH:4][CH:3]=1.[C:21]([C:23]1[CH:24]=[C:25](B(O)O)[CH:26]=[CH:27][CH:28]=1)#[N:22]. Given the product [O:20]=[C:17]1[C:7]2([CH2:16][CH2:15][C:14]3[C:9](=[CH:10][CH:11]=[CH:12][CH:13]=3)[CH2:8]2)[CH2:6][C:5]2[C:18]1=[CH:19][C:2]([C:27]1[CH:28]=[C:23]([CH:24]=[CH:25][CH:26]=1)[C:21]#[N:22])=[CH:3][CH:4]=2, predict the reactants needed to synthesize it. (2) The reactants are: [Br:1][C:2]1[CH:7]=[CH:6][C:5]([CH2:8][C:9]([OH:11])=O)=[CH:4][CH:3]=1.[CH2:12]1[C:20]2[C:15](=[CH:16][CH:17]=[CH:18][CH:19]=2)[CH2:14][NH:13]1.CN(C(ON1N=NC2C=CC=NC1=2)=[N+](C)C)C.F[P-](F)(F)(F)(F)F.CCN(C(C)C)C(C)C. Given the product [Br:1][C:2]1[CH:3]=[CH:4][C:5]([CH2:8][C:9]([N:13]2[CH2:14][C:15]3[C:20](=[CH:19][CH:18]=[CH:17][CH:16]=3)[CH2:12]2)=[O:11])=[CH:6][CH:7]=1, predict the reactants needed to synthesize it. (3) Given the product [Cl:3][C:4]1[CH:5]=[C:6](/[C:12](/[C:20]2[NH:25][C:24](=[O:26])[C:23]([CH:27]3[CH2:29][CH2:28]3)=[CH:22][CH:21]=2)=[CH:13]\[C@H:14]2[CH2:18][CH2:17][CH:16]([OH:19])[CH2:15]2)[CH:7]=[CH:8][C:9]=1[S:10][CH3:11], predict the reactants needed to synthesize it. The reactants are: [BH4-].[Na+].[Cl:3][C:4]1[CH:5]=[C:6](/[C:12](/[C:20]2[NH:25][C:24](=[O:26])[C:23]([CH:27]3[CH2:29][CH2:28]3)=[CH:22][CH:21]=2)=[CH:13]\[C@H:14]2[CH2:18][CH2:17][C:16](=[O:19])[CH2:15]2)[CH:7]=[CH:8][C:9]=1[S:10][CH3:11].Cl. (4) Given the product [N:6]1([CH2:5][CH2:4][CH2:3][CH2:2][N:23]2[CH2:24][CH2:25][CH:20]([C:16]3[O:15][CH:19]=[CH:18][CH:17]=3)[CH2:21][CH2:22]2)[C:10]2[CH:11]=[CH:12][CH:13]=[CH:14][C:9]=2[N:8]=[CH:7]1, predict the reactants needed to synthesize it. The reactants are: Cl[CH2:2][CH2:3][CH2:4][CH2:5][N:6]1[C:10]2[CH:11]=[CH:12][CH:13]=[CH:14][C:9]=2[N:8]=[CH:7]1.[O:15]1[CH:19]=[CH:18][CH:17]=[C:16]1[CH:20]1[CH2:25][CH2:24][NH:23][CH2:22][CH2:21]1.C(N(C(C)C)CC)(C)C.[I-].[K+].